This data is from Peptide-MHC class II binding affinity with 134,281 pairs from IEDB. The task is: Regression. Given a peptide amino acid sequence and an MHC pseudo amino acid sequence, predict their binding affinity value. This is MHC class II binding data. The binding affinity (normalized) is 0.421. The peptide sequence is EAKYWCPDSMEYNCP. The MHC is DRB1_1301 with pseudo-sequence DRB1_1301.